Task: Regression. Given a peptide amino acid sequence and an MHC pseudo amino acid sequence, predict their binding affinity value. This is MHC class II binding data.. Dataset: Peptide-MHC class II binding affinity with 134,281 pairs from IEDB (1) The peptide sequence is AQNGVQAMSSLGSSL. The MHC is DRB1_1302 with pseudo-sequence DRB1_1302. The binding affinity (normalized) is 0.345. (2) The peptide sequence is QFKRASPILRFLYAN. The MHC is DRB1_0701 with pseudo-sequence DRB1_0701. The binding affinity (normalized) is 0.774. (3) The peptide sequence is KTKQIGNRPGPSRGV. The MHC is H-2-IAd with pseudo-sequence H-2-IAd. The binding affinity (normalized) is 0.466. (4) The MHC is DRB3_0101 with pseudo-sequence DRB3_0101. The binding affinity (normalized) is 0.101. The peptide sequence is RMVLASTTAKAMEQM.